This data is from NCI-60 drug combinations with 297,098 pairs across 59 cell lines. The task is: Regression. Given two drug SMILES strings and cell line genomic features, predict the synergy score measuring deviation from expected non-interaction effect. (1) Drug 1: CC1=C2C(C(=O)C3(C(CC4C(C3C(C(C2(C)C)(CC1OC(=O)C(C(C5=CC=CC=C5)NC(=O)OC(C)(C)C)O)O)OC(=O)C6=CC=CC=C6)(CO4)OC(=O)C)OC)C)OC. Drug 2: CN(C(=O)NC(C=O)C(C(C(CO)O)O)O)N=O. Cell line: DU-145. Synergy scores: CSS=55.7, Synergy_ZIP=8.56, Synergy_Bliss=5.36, Synergy_Loewe=-26.0, Synergy_HSA=5.90. (2) Drug 1: C1=NC2=C(N=C(N=C2N1C3C(C(C(O3)CO)O)O)F)N. Drug 2: CC(C)(C#N)C1=CC(=CC(=C1)CN2C=NC=N2)C(C)(C)C#N. Cell line: A549. Synergy scores: CSS=-0.636, Synergy_ZIP=0.200, Synergy_Bliss=0.695, Synergy_Loewe=-0.937, Synergy_HSA=-0.603. (3) Drug 1: C1=C(C(=O)NC(=O)N1)N(CCCl)CCCl. Drug 2: CCC1(CC2CC(C3=C(CCN(C2)C1)C4=CC=CC=C4N3)(C5=C(C=C6C(=C5)C78CCN9C7C(C=CC9)(C(C(C8N6C=O)(C(=O)OC)O)OC(=O)C)CC)OC)C(=O)OC)O.OS(=O)(=O)O. Cell line: SF-268. Synergy scores: CSS=40.9, Synergy_ZIP=2.46, Synergy_Bliss=12.3, Synergy_Loewe=0.660, Synergy_HSA=10.9. (4) Synergy scores: CSS=32.0, Synergy_ZIP=-14.5, Synergy_Bliss=-2.93, Synergy_Loewe=1.37, Synergy_HSA=3.07. Cell line: MDA-MB-231. Drug 2: CCC1=C2CN3C(=CC4=C(C3=O)COC(=O)C4(CC)O)C2=NC5=C1C=C(C=C5)O. Drug 1: C1=CN(C(=O)N=C1N)C2C(C(C(O2)CO)O)O.Cl. (5) Drug 1: C1=CC(=C2C(=C1NCCNCCO)C(=O)C3=C(C=CC(=C3C2=O)O)O)NCCNCCO. Drug 2: C1CC(=O)NC(=O)C1N2C(=O)C3=CC=CC=C3C2=O. Synergy scores: CSS=47.6, Synergy_ZIP=4.84, Synergy_Bliss=4.14, Synergy_Loewe=-34.6, Synergy_HSA=1.42. Cell line: U251. (6) Cell line: RPMI-8226. Drug 2: C1=CC(=CC=C1CC(C(=O)O)N)N(CCCl)CCCl.Cl. Drug 1: CC1=CC2C(CCC3(C2CCC3(C(=O)C)OC(=O)C)C)C4(C1=CC(=O)CC4)C. Synergy scores: CSS=30.0, Synergy_ZIP=9.32, Synergy_Bliss=13.8, Synergy_Loewe=9.61, Synergy_HSA=9.78. (7) Drug 1: C(=O)(N)NO. Drug 2: C1=NNC2=C1C(=O)NC=N2. Cell line: MDA-MB-231. Synergy scores: CSS=1.59, Synergy_ZIP=-2.03, Synergy_Bliss=-1.22, Synergy_Loewe=-3.30, Synergy_HSA=-1.84. (8) Drug 1: CN1C(=O)N2C=NC(=C2N=N1)C(=O)N. Drug 2: CN(C(=O)NC(C=O)C(C(C(CO)O)O)O)N=O. Cell line: COLO 205. Synergy scores: CSS=3.99, Synergy_ZIP=3.73, Synergy_Bliss=-3.52, Synergy_Loewe=0.434, Synergy_HSA=-3.75. (9) Drug 1: CN1C(=O)N2C=NC(=C2N=N1)C(=O)N. Drug 2: C1=NNC2=C1C(=O)NC=N2. Cell line: SR. Synergy scores: CSS=22.3, Synergy_ZIP=-4.92, Synergy_Bliss=-1.59, Synergy_Loewe=-3.01, Synergy_HSA=-3.16.